From a dataset of Full USPTO retrosynthesis dataset with 1.9M reactions from patents (1976-2016). Predict the reactants needed to synthesize the given product. Given the product [S:5]1[CH:6]=[CH:7][CH:8]=[C:4]1[C:1](=[O:3])/[CH:2]=[CH:14]/[C:10]1[S:9][CH:13]=[CH:12][CH:11]=1.[C:12]1([CH:11]=[CH:10][C:14]([C:2]2[CH:6]=[CH:7][CH:8]=[CH:4][CH:1]=2)=[O:15])[CH:8]=[CH:4][CH:1]=[CH:2][CH:13]=1, predict the reactants needed to synthesize it. The reactants are: [C:1]([C:4]1[S:5][CH:6]=[CH:7][CH:8]=1)(=[O:3])[CH3:2].[S:9]1[CH:13]=[CH:12][CH:11]=[C:10]1[CH:14]=[O:15].